From a dataset of Forward reaction prediction with 1.9M reactions from USPTO patents (1976-2016). Predict the product of the given reaction. The product is: [Cl:1][C:2]1[CH:10]=[CH:9][C:8]([C:11]2[N:12]([C:22]([O:24][C:25]([CH3:27])([CH3:26])[CH3:28])=[O:23])[C:13]3[C:18]([CH:19]=2)=[CH:17][C:16]([CH2:20][N:30]2[CH2:35][CH2:34][CH:33]([CH2:36][CH2:37][OH:38])[CH2:32][CH2:31]2)=[CH:15][CH:14]=3)=[C:7]2[C:3]=1[CH2:4][NH:5][C:6]2=[O:29]. Given the reactants [Cl:1][C:2]1[CH:10]=[CH:9][C:8]([C:11]2[N:12]([C:22]([O:24][C:25]([CH3:28])([CH3:27])[CH3:26])=[O:23])[C:13]3[C:18]([CH:19]=2)=[CH:17][C:16]([CH:20]=O)=[CH:15][CH:14]=3)=[C:7]2[C:3]=1[CH2:4][NH:5][C:6]2=[O:29].[NH:30]1[CH2:35][CH2:34][CH:33]([CH2:36][CH2:37][OH:38])[CH2:32][CH2:31]1.C(O)(=O)C.C(O[BH-](OC(=O)C)OC(=O)C)(=O)C.[Na+].Cl, predict the reaction product.